From a dataset of Full USPTO retrosynthesis dataset with 1.9M reactions from patents (1976-2016). Predict the reactants needed to synthesize the given product. (1) Given the product [F:1][C:2]1[C:3]([NH:18][C:19]2[CH:24]=[CH:23][C:22]([I:25])=[CH:21][C:20]=2[F:26])=[C:4]([CH:12]=[C:13](/[CH:16]=[N:33]/[O:32][CH2:31][CH2:30][CH2:29][S:28][CH3:27])[C:14]=1[F:15])[C:5]([NH:7][O:8][CH2:9][CH2:10][OH:11])=[O:6], predict the reactants needed to synthesize it. The reactants are: [F:1][C:2]1[C:3]([NH:18][C:19]2[CH:24]=[CH:23][C:22]([I:25])=[CH:21][C:20]=2[F:26])=[C:4]([CH:12]=[C:13]([CH:16]=O)[C:14]=1[F:15])[C:5]([NH:7][O:8][CH2:9][CH2:10][OH:11])=[O:6].[CH3:27][S:28][CH2:29][CH2:30][CH2:31][O:32][NH2:33]. (2) Given the product [NH2:10][CH2:9][C@@H:6]1[CH2:7][CH2:8][C@H:3]([OH:2])[CH2:4][CH2:5]1, predict the reactants needed to synthesize it. The reactants are: N.[OH:2][C@@H:3]1[CH2:8][CH2:7][C@H:6]([C:9]#[N:10])[CH2:5][CH2:4]1. (3) The reactants are: [CH2:1]([O:8][C:9]([N:11]1[CH2:17][CH2:16][CH2:15][NH:14][CH2:13][CH2:12]1)=[O:10])[C:2]1[CH:7]=[CH:6][CH:5]=[CH:4][CH:3]=1.C(=O)([O-])[O-].[K+].[K+].[CH3:24][N:25]([CH3:29])[CH2:26][CH2:27]Cl. Given the product [CH2:1]([O:8][C:9]([N:11]1[CH2:17][CH2:16][CH2:15][N:14]([CH2:27][CH2:26][N:25]([CH3:29])[CH3:24])[CH2:13][CH2:12]1)=[O:10])[C:2]1[CH:7]=[CH:6][CH:5]=[CH:4][CH:3]=1, predict the reactants needed to synthesize it. (4) Given the product [CH3:17][CH:18]1[CH2:23][CH2:22][N:21]([C:24]2[CH:25]=[CH:26][C:27]([NH:30][C:2]3[N:7]=[C:6]([S:8][CH2:9][C:10]([O:12][CH3:13])=[O:11])[C:5]([N+:14]([O-:16])=[O:15])=[CH:4][N:3]=3)=[CH:28][CH:29]=2)[CH2:20][CH2:19]1, predict the reactants needed to synthesize it. The reactants are: Cl[C:2]1[N:7]=[C:6]([S:8][CH2:9][C:10]([O:12][CH3:13])=[O:11])[C:5]([N+:14]([O-:16])=[O:15])=[CH:4][N:3]=1.[CH3:17][CH:18]1[CH2:23][CH2:22][N:21]([C:24]2[CH:29]=[CH:28][C:27]([NH2:30])=[CH:26][CH:25]=2)[CH2:20][CH2:19]1.C(N(CC)CC)C. (5) Given the product [CH:1]([O:4][C:5]1[CH:10]=[CH:9][C:8]([CH2:11][CH2:12][CH2:13][O:14][C:28]2[CH:32]=[C:31]([CH2:33][CH2:34][C:35]([OH:37])=[O:36])[N:30]([C:40]3[CH:45]=[CH:44][CH:43]=[CH:42][CH:41]=3)[N:29]=2)=[C:7]([O:15][CH2:16][C:17]2[CH:18]=[CH:19][C:20]([C:23]([F:24])([F:25])[F:26])=[CH:21][CH:22]=2)[CH:6]=1)([CH3:3])[CH3:2], predict the reactants needed to synthesize it. The reactants are: [CH:1]([O:4][C:5]1[CH:10]=[CH:9][C:8]([CH2:11][CH2:12][CH2:13][OH:14])=[C:7]([O:15][CH2:16][C:17]2[CH:22]=[CH:21][C:20]([C:23]([F:26])([F:25])[F:24])=[CH:19][CH:18]=2)[CH:6]=1)([CH3:3])[CH3:2].O[C:28]1[CH:32]=[C:31]([CH2:33][CH2:34][C:35]([O:37]CC)=[O:36])[N:30]([C:40]2[CH:45]=[CH:44][CH:43]=[CH:42][CH:41]=2)[N:29]=1.C(P(CCCC)CCCC)CCC.N(C(N1CCCCC1)=O)=NC(N1CCCCC1)=O.O1CCCC1CO.[OH-].[Na+].Cl. (6) Given the product [Br:18][C:14]1[CH:13]=[C:12]([C:9](=[O:8])[C@H:10]([OH:40])[CH3:11])[CH:17]=[CH:16][CH:15]=1, predict the reactants needed to synthesize it. The reactants are: C([Si]([O:8]/[C:9](/[C:12]1[CH:17]=[CH:16][CH:15]=[C:14]([Br:18])[CH:13]=1)=[CH:10]\[CH3:11])(C)C)(C)(C)C.CC[C@@H]1[C@@H]2C[C@H]([C@@H](OC3C4C(=CC=CC=4)C(O[C@@H](C4C=CN=C5C=4C=C(OC)C=C5)[C@@H]4N5C[C@H](CC)[C@@H](CC5)C4)=NN=3)C3C=CN=C4C=3C=C([O:40]C)C=C4)N(CC2)C1.CS(N)(=O)=O. (7) Given the product [OH:22][C:2]1[CH:1]=[C:6]([CH:5]=[CH:4][C:3]=1[OH:19])[C:7]1[C:16](=[O:17])[C:15]2[C:10](=[CH:11][C:12]([OH:18])=[CH:13][CH:14]=2)[O:9][CH:8]=1, predict the reactants needed to synthesize it. The reactants are: [CH:1]1[C:6]([C:7]2[C:16](=[O:17])[C:15]3[CH:14]=[CH:13][C:12]([OH:18])=[CH:11][C:10]=3[O:9][CH:8]=2)=[CH:5][CH:4]=[C:3]([OH:19])[CH:2]=1.C([OH:22])C. (8) Given the product [CH2:56]([NH:58][C:59]1[C:64]([NH:65][C:4](=[O:6])[CH:2]([NH:1][C:7](=[O:8])[O:9][C:10]([CH3:13])([CH3:12])[CH3:11])[CH3:3])=[CH:63][CH:62]=[CH:61][N:60]=1)[CH3:57], predict the reactants needed to synthesize it. The reactants are: [NH:1]([C:7]([O:9][C:10]([CH3:13])([CH3:12])[CH3:11])=[O:8])[C@H:2]([C:4]([OH:6])=O)[CH3:3].CCN(C(C)C)C(C)C.C1CN([P+](ON2N=NC3C=CC=CC2=3)(N2CCCC2)N2CCCC2)CC1.F[P-](F)(F)(F)(F)F.[CH2:56]([NH:58][C:59]1[C:64]([NH2:65])=[CH:63][CH:62]=[CH:61][N:60]=1)[CH3:57].